Dataset: Full USPTO retrosynthesis dataset with 1.9M reactions from patents (1976-2016). Task: Predict the reactants needed to synthesize the given product. Given the product [ClH:39].[ClH:39].[ClH:39].[CH3:1][O:2][C:3]1[CH:4]=[C:5]2[C:10](=[CH:11][CH:12]=1)[N:9]=[C:8]([C:13]1[CH:14]=[N:15][CH:16]=[CH:17][CH:18]=1)[N:7]=[C:6]2[N:19]1[C:27]2[C:22](=[CH:23][C:24]([N:36]([CH3:35])[CH3:31])=[CH:25][CH:26]=2)[CH2:21][CH2:20]1, predict the reactants needed to synthesize it. The reactants are: [CH3:1][O:2][C:3]1[CH:4]=[C:5]2[C:10](=[CH:11][CH:12]=1)[N:9]=[C:8]([C:13]1[CH:14]=[N:15][CH:16]=[CH:17][CH:18]=1)[N:7]=[C:6]2[N:19]1[C:27]2[C:22](=[CH:23][C:24](N)=[CH:25][CH:26]=2)[CH2:21][CH2:20]1.C=O.[C:31](O)(=O)C.[C:35]([BH3-])#[N:36].[Na+].[ClH:39].